From a dataset of Full USPTO retrosynthesis dataset with 1.9M reactions from patents (1976-2016). Predict the reactants needed to synthesize the given product. (1) The reactants are: [NH:1]1[C:5]2[CH:6]=[CH:7][C:8]([CH2:10][NH:11][CH3:12])=[CH:9][C:4]=2[N:3]=[CH:2]1.CNCC1C=CC2C(=CC=CC=2)C=1CCC.Cl.[O:30]=[C:31]1[NH:40][C:39]2[N:38]=[CH:37][C:36](/[CH:41]=[CH:42]/[C:43]([OH:45])=O)=[CH:35][C:34]=2[CH2:33][CH2:32]1.Cl.CN1CC2C=C(/C=C/C(O)=O)C=NC=2NC(=O)C1. Given the product [NH:1]1[C:5]2[CH:6]=[CH:7][C:8]([CH2:10][N:11]([CH3:12])[C:43](=[O:45])/[CH:42]=[CH:41]/[C:36]3[CH:37]=[N:38][C:39]4[NH:40][C:31](=[O:30])[CH2:32][CH2:33][C:34]=4[CH:35]=3)=[CH:9][C:4]=2[N:3]=[CH:2]1, predict the reactants needed to synthesize it. (2) Given the product [S:14]1[C:10]2[C:8]3[CH:9]=[C:4]4[S:2][C:22]5[CH:23]=[CH:24][S:25][C:21]=5[C:5]4=[CH:6][C:7]=3[S:18][C:11]=2[CH:12]=[CH:13]1, predict the reactants needed to synthesize it. The reactants are: C[S:2]([C:4]1[CH:9]=[C:8]([C:10]2[S:14][C:13](CCC)=[CH:12][CH:11]=2)[C:7]([S:18](C)=O)=[CH:6][C:5]=1[C:21]1[S:25][C:24](CCC)=[CH:23][CH:22]=1)=O.O=P12OP3(OP(OP(O3)(O1)=O)(=O)O2)=O.FC(F)(F)S(O)(=O)=O. (3) The reactants are: Br[C:2]1[CH:10]=[CH:9][CH:8]=[C:7]2[C:3]=1[C:4]([CH3:11])=[CH:5][NH:6]2.[CH3:12][N:13]1C(=O)CCC1. Given the product [CH3:11][C:4]1[C:3]2[C:2]([C:12]#[N:13])=[CH:10][CH:9]=[CH:8][C:7]=2[NH:6][CH:5]=1, predict the reactants needed to synthesize it. (4) Given the product [Cl:1][C:2]1[C:7]([Cl:8])=[CH:6][N:5]=[CH:4][C:3]=1[CH:9]=[N:12][OH:13], predict the reactants needed to synthesize it. The reactants are: [Cl:1][C:2]1[C:7]([Cl:8])=[CH:6][N:5]=[CH:4][C:3]=1[CH:9]=O.Cl.[NH2:12][OH:13].